From a dataset of NCI-60 drug combinations with 297,098 pairs across 59 cell lines. Regression. Given two drug SMILES strings and cell line genomic features, predict the synergy score measuring deviation from expected non-interaction effect. Cell line: OVCAR-5. Synergy scores: CSS=-4.71, Synergy_ZIP=2.89, Synergy_Bliss=0.0317, Synergy_Loewe=-3.95, Synergy_HSA=-4.39. Drug 2: C(CN)CNCCSP(=O)(O)O. Drug 1: C1CCC(C1)C(CC#N)N2C=C(C=N2)C3=C4C=CNC4=NC=N3.